Dataset: Catalyst prediction with 721,799 reactions and 888 catalyst types from USPTO. Task: Predict which catalyst facilitates the given reaction. (1) Reactant: C([O:3][C:4]([C:6]1[C:7]([C:14]2[CH:19]=[CH:18][CH:17]=[C:16]([F:20])[CH:15]=2)=[N:8][O:9][C:10]=1[CH:11]([CH3:13])[CH3:12])=[O:5])C.O[Li].O. Product: [CH:11]([C:10]1[O:9][N:8]=[C:7]([C:14]2[CH:19]=[CH:18][CH:17]=[C:16]([F:20])[CH:15]=2)[C:6]=1[C:4]([OH:5])=[O:3])([CH3:13])[CH3:12]. The catalyst class is: 20. (2) The catalyst class is: 1. Reactant: [Si:1]([O:8][C:9]1[CH:14]=[CH:13][C:12]([C@@H:15]([N:17]([C:23]([O:25][C:26]2[CH:31]=[CH:30][C:29]([F:32])=[C:28]([CH3:33])[CH:27]=2)=[O:24])[CH2:18][C:19]([O:21][CH3:22])=[O:20])[CH3:16])=[CH:11][CH:10]=1)([C:4]([CH3:7])([CH3:6])[CH3:5])([CH3:3])[CH3:2].[N+](CCCC)(CCCC)(CCCC)CCCC.[F-]. Product: [Si:1]([O:8][C:9]1[CH:10]=[CH:11][C:12]([C@@H:15]([N:17]([C:23]([O:25][C:26]2[CH:31]=[CH:30][C:29]([F:32])=[C:28]([CH3:33])[CH:27]=2)=[O:24])[CH2:18][C:19]([O:21][CH3:22])=[O:20])[CH3:16])=[CH:13][CH:14]=1)([C:4]([CH3:6])([CH3:7])[CH3:5])([CH3:3])[CH3:2].[F:32][C:29]1[CH:30]=[CH:31][C:26]([O:25][C:23]([N:17]([C@H:15]([C:12]2[CH:11]=[CH:10][C:9]([OH:8])=[CH:14][CH:13]=2)[CH3:16])[CH2:18][C:19]([O:21][CH3:22])=[O:20])=[O:24])=[CH:27][C:28]=1[CH3:33]. (3) Reactant: Br[C:2]1[CH:3]=[C:4]([C:7]2[CH:12]=[CH:11][N:10]=[C:9]([C:13]([CH3:16])([CH3:15])[CH3:14])[CH:8]=2)[S:5][CH:6]=1.[Cl:17][C:18]1[CH:19]=[C:20]([NH:33][S:34]([CH3:37])(=[O:36])=[O:35])[CH:21]=[CH:22][C:23]=1B1OC(C)(C)C(C)(C)O1.C(=O)([O-])[O-].[Na+].[Na+]. Product: [C:13]([C:9]1[CH:8]=[C:7]([C:4]2[S:5][CH:6]=[C:2]([C:23]3[CH:22]=[CH:21][C:20]([NH:33][S:34]([CH3:37])(=[O:36])=[O:35])=[CH:19][C:18]=3[Cl:17])[CH:3]=2)[CH:12]=[CH:11][N:10]=1)([CH3:16])([CH3:15])[CH3:14]. The catalyst class is: 128. (4) Reactant: [CH3:1][C:2]1[CH:3]=[CH:4][C:5]([C:21]([NH:23][C:24]2[CH:25]=[C:26]([C:36]([F:39])([F:38])[F:37])[CH:27]=[C:28]([N:30]3[CH:34]=[N:33][C:32]([CH3:35])=[CH:31]3)[CH:29]=2)=[O:22])=[CH:6][C:7]=1[NH:8][C:9]1[N:10]=[CH:11][CH:12]=[C:13]([C:15]2[CH:16]=[CH:17][CH:18]=[N:19][CH:20]=2)[N:14]=1.CN(C)C=O.[C:45]([OH:54])(=[O:53])[C@@H:46]([C@H:48]([C:50]([OH:52])=[O:51])[OH:49])[OH:47]. Product: [CH3:1][C:2]1[CH:3]=[CH:4][C:5]([C:21]([NH:23][C:24]2[CH:25]=[C:26]([C:36]([F:38])([F:39])[F:37])[CH:27]=[C:28]([N:30]3[CH:34]=[N:33][C:32]([CH3:35])=[CH:31]3)[CH:29]=2)=[O:22])=[CH:6][C:7]=1[NH:8][C:9]1[N:10]=[CH:11][CH:12]=[C:13]([C:15]2[CH:16]=[CH:17][CH:18]=[N:19][CH:20]=2)[N:14]=1.[C:50]([C@@H:48]([C@H:46]([C:45]([O-:54])=[O:53])[OH:47])[OH:49])([O-:52])=[O:51]. The catalyst class is: 14. (5) Reactant: [F:1][C:2]1[CH:3]=[C:4]([CH:20]=[CH:21][CH:22]=1)[CH2:5][N:6]1[C:11](=[O:12])[C:10]2[C:13]([CH3:16])=[N:14][S:15][C:9]=2[N:8]=[C:7]1[CH2:17][CH2:18][CH3:19].C([O-])(=O)C.[Na+].[Br:28]Br. Product: [Br:28][CH:17]([C:7]1[N:6]([CH2:5][C:4]2[CH:20]=[CH:21][CH:22]=[C:2]([F:1])[CH:3]=2)[C:11](=[O:12])[C:10]2[C:13]([CH3:16])=[N:14][S:15][C:9]=2[N:8]=1)[CH2:18][CH3:19]. The catalyst class is: 15. (6) Reactant: [Cl:1][C:2]1[CH:7]=[C:6]([Cl:8])[C:5]([O:9][CH3:10])=[CH:4][C:3]=1[NH:11][C:12]1[C:21]2[C:16](=[CH:17][C:18]3[CH:25]=[C:24]([OH:26])[C:23]([O:27][CH3:28])=[CH:22][C:19]=3[CH:20]=2)[N:15]=[CH:14][C:13]=1[C:29]#[N:30].C1(C)C=CC(S(O[CH2:41][CH2:42][CH2:43][Cl:44])(=O)=O)=CC=1.C(=O)([O-])[O-].[Cs+].[Cs+]. Product: [Cl:44][CH2:43][CH2:42][CH2:41][O:26][C:24]1[C:23]([O:27][CH3:28])=[CH:22][C:19]2[CH:20]=[C:21]3[C:16](=[CH:17][C:18]=2[CH:25]=1)[N:15]=[CH:14][C:13]([C:29]#[N:30])=[C:12]3[NH:11][C:3]1[CH:4]=[C:5]([O:9][CH3:10])[C:6]([Cl:8])=[CH:7][C:2]=1[Cl:1]. The catalyst class is: 9. (7) Reactant: C([O:3][C:4]([C:6]1[CH:32]=[CH:31][C:9]([O:10][CH2:11][C:12]2[CH:17]=[CH:16][C:15]([CH:18]3[CH2:23][CH2:22][N:21]([C:24]([O:26][C:27]([CH3:30])([CH3:29])[CH3:28])=[O:25])[CH2:20][CH2:19]3)=[CH:14][N:13]=2)=[CH:8][C:7]=1[F:33])=[O:5])C.O.[OH-].[Li+].Cl. Product: [C:4]([C:6]1[CH:32]=[CH:31][C:9]([O:10][CH2:11][C:12]2[CH:17]=[CH:16][C:15]([CH:18]3[CH2:23][CH2:22][N:21]([C:24]([O:26][C:27]([CH3:28])([CH3:29])[CH3:30])=[O:25])[CH2:20][CH2:19]3)=[CH:14][N:13]=2)=[CH:8][C:7]=1[F:33])([OH:5])=[O:3]. The catalyst class is: 40. (8) Reactant: [CH:1]1[C:10]2[C:5](=[CH:6][CH:7]=[CH:8][CH:9]=2)[CH:4]=[CH:3][C:2]=1[CH2:11][N:12]1[C:19](=O)[C@H:18]2[NH:21][C:22](=O)[C@@H:13]1[CH2:14][CH:15]=[CH:16][CH2:17]2.Cl. Product: [CH:1]1[C:10]2[C:5](=[CH:6][CH:7]=[CH:8][CH:9]=2)[CH:4]=[CH:3][C:2]=1[CH2:11][N:12]1[CH2:19][C@H:18]2[NH:21][CH2:22][C@@H:13]1[CH2:14][CH:15]=[CH:16][CH2:17]2. The catalyst class is: 165.